This data is from Reaction yield outcomes from USPTO patents with 853,638 reactions. The task is: Predict the reaction yield, written as a fraction of the theoretical maximum amount of product (1.0 means a 100% yield; for example, 0.34 means a 34% yield). (1) The reactants are [C:1]([N:4]1[C:13]2[CH:12]=[CH:11][C:10]([N+:14]([O-])=O)=[CH:9][C:8]=2[C:7]2[N:17]([C:25]3[CH:30]=[CH:29][C:28]([F:31])=[CH:27][CH:26]=3)[N:18]=[C:19]([C:20]([O:22][CH2:23][CH3:24])=[O:21])[C:6]=2[CH2:5]1)(=[O:3])[CH3:2]. The catalyst is C(O)(=O)C. The product is [C:1]([N:4]1[C:13]2[CH:12]=[CH:11][C:10]([NH2:14])=[CH:9][C:8]=2[C:7]2[N:17]([C:25]3[CH:26]=[CH:27][C:28]([F:31])=[CH:29][CH:30]=3)[N:18]=[C:19]([C:20]([O:22][CH2:23][CH3:24])=[O:21])[C:6]=2[CH2:5]1)(=[O:3])[CH3:2]. The yield is 0.910. (2) The reactants are [N+:1]([O-:4])([OH:3])=O.[CH3:5][O:6][C:7]1[CH:12]=[CH:11][C:10]([NH2:13])=[C:9]([N+:14]([O-:16])=[O:15])[CH:8]=1. No catalyst specified. The product is [CH3:5][O:6][C:7]1[CH:12]=[C:11]([N+:1]([O-:4])=[O:3])[C:10]([NH2:13])=[C:9]([N+:14]([O-:16])=[O:15])[CH:8]=1. The yield is 0.530. (3) The reactants are C([O:9][C:10]1[CH:11]=[C:12]([CH:28]=[CH:29][C:30]=1[F:31])[CH2:13][N:14]([C:20]1[CH:25]=[CH:24][C:23]([C:26]#[N:27])=[CH:22][CH:21]=1)[N:15]1[CH:19]=[N:18][N:17]=[CH:16]1)(=O)C1C=CC=CC=1.[OH-].[Na+]. The catalyst is CO. The product is [F:31][C:30]1[CH:29]=[CH:28][C:12]([CH2:13][N:14]([C:20]2[CH:25]=[CH:24][C:23]([C:26]#[N:27])=[CH:22][CH:21]=2)[N:15]2[CH:16]=[N:17][N:18]=[CH:19]2)=[CH:11][C:10]=1[OH:9]. The yield is 0.660. (4) The reactants are [OH:1][C:2]1[C:7]([C:8]2[S:9][CH:10]=[CH:11][CH:12]=2)=[N:6][N:5]([CH2:13][CH2:14][CH:15]([CH3:17])[CH3:16])[C:4](=[O:18])[C:3]=1[C:19]1[NH:24][C:23]2[CH:25]=[CH:26][C:27]([CH:29]=[CH:30][S:31]([CH3:34])(=[O:33])=[O:32])=[CH:28][C:22]=2[S:21](=[O:36])(=[O:35])[N:20]=1. The catalyst is CN(C)C=O.[Pd]. The product is [OH:1][C:2]1[C:7]([C:8]2[S:9][CH:10]=[CH:11][CH:12]=2)=[N:6][N:5]([CH2:13][CH2:14][CH:15]([CH3:16])[CH3:17])[C:4](=[O:18])[C:3]=1[C:19]1[NH:24][C:23]2[CH:25]=[CH:26][C:27]([CH2:29][CH2:30][S:31]([CH3:34])(=[O:33])=[O:32])=[CH:28][C:22]=2[S:21](=[O:36])(=[O:35])[N:20]=1. The yield is 0.730. (5) The reactants are [CH3:1][S:2]([C:31]1[CH:36]=[CH:35][CH:34]=[CH:33][CH:32]=1)(=[N:4][C:5]1[CH:10]=[C:9]([C:11]2[S:15][C:14]([C:16]3[CH:21]=[CH:20][C:19]([S:22][CH3:23])=[CH:18][CH:17]=3)=[N:13][C:12]=2[C:24]2[CH:25]=[C:26]([CH3:30])[CH:27]=[CH:28][CH:29]=2)[CH:8]=[CH:7][N:6]=1)=[O:3].CN(C=[O:41])C. No catalyst specified. The product is [CH3:1][S:2]([C:31]1[CH:36]=[CH:35][CH:34]=[CH:33][CH:32]=1)(=[N:4][C:5]1[CH:10]=[C:9]([C:11]2[S:15][C:14]([C:16]3[CH:17]=[CH:18][C:19]([S:22]([CH3:23])=[O:41])=[CH:20][CH:21]=3)=[N:13][C:12]=2[C:24]2[CH:25]=[C:26]([CH3:30])[CH:27]=[CH:28][CH:29]=2)[CH:8]=[CH:7][N:6]=1)=[O:3]. The yield is 0.290.